This data is from Forward reaction prediction with 1.9M reactions from USPTO patents (1976-2016). The task is: Predict the product of the given reaction. (1) Given the reactants [F:1][C:2]([F:17])([F:16])[C:3]1[CH:11]=[C:10]2[C:6]([CH:7]=[CH:8][N:9]2[CH2:12][C:13]([OH:15])=[O:14])=[CH:5][CH:4]=1.[Cl:18][C:19]1[CH:20]=[N+:21]([O-:44])[CH:22]=[C:23]([Cl:43])[C:24]=1[CH2:25][C@@H:26]([C:28]1[CH:33]=[CH:32][C:31]([O:34][CH:35]([F:37])[F:36])=[C:30]([O:38][CH2:39][CH:40]2[CH2:42][CH2:41]2)[CH:29]=1)O.C(Cl)CCl.Cl, predict the reaction product. The product is: [Cl:18][C:19]1[CH:20]=[N+:21]([O-:44])[CH:22]=[C:23]([Cl:43])[C:24]=1[CH2:25][C@@H:26]([C:28]1[CH:33]=[CH:32][C:31]([O:34][CH:35]([F:37])[F:36])=[C:30]([O:38][CH2:39][CH:40]2[CH2:42][CH2:41]2)[CH:29]=1)[O:14][C:13](=[O:15])[CH2:12][N:9]1[C:10]2[C:6](=[CH:5][CH:4]=[C:3]([C:2]([F:16])([F:1])[F:17])[CH:11]=2)[CH:7]=[CH:8]1. (2) Given the reactants C([N:3]([CH2:14][CH3:15])[C:4](=[O:13])[C:5]1[CH:10]=[CH:9][CH:8]=[C:7]([F:11])[C:6]=1[CH3:12])C.C(C1[CH2:23][CH2:22][N:21]([CH3:24])[CH2:20][CH2:19]1)#N, predict the reaction product. The product is: [F:11][C:7]1[CH:8]=[CH:9][CH:10]=[C:5]2[C:6]=1[CH:12]=[C:14]([CH:15]1[CH2:23][CH2:22][N:21]([CH3:24])[CH2:20][CH2:19]1)[NH:3][C:4]2=[O:13]. (3) The product is: [CH2:10]([NH:16][B:2]1[NH:7][B:6]([NH:16][CH2:10][CH2:11][CH2:12][CH2:13][CH2:14][CH3:15])[NH:5][B:4]([NH:19][CH2:22][CH2:23][CH2:10][CH2:11][CH2:12][CH3:13])[NH:3]1)[CH2:11][CH2:12][CH2:13][CH2:14][CH3:15]. Given the reactants Cl[B:2]1[NH:7][B:6](Cl)[NH:5][B:4](Cl)[NH:3]1.[CH2:10]([NH2:16])[CH2:11][CH2:12][CH2:13][CH2:14][CH3:15].C([N:19]([CH2:22][CH3:23])CC)C, predict the reaction product. (4) Given the reactants [CH2:1]([O:3][C:4]([C:6]1[N:7]=[C:8]([C:22]2[CH:27]=[CH:26][C:25]([Cl:28])=[CH:24][CH:23]=2)[N:9]([C:15]2[CH:20]=[CH:19][CH:18]=[CH:17][C:16]=2[Cl:21])[C:10]=1[CH:11]=[CH:12][O:13]C)=[O:5])[CH3:2].OS(O)(=O)=O.C([O-])([O-])=O.[K+].[K+], predict the reaction product. The product is: [CH2:1]([O:3][C:4]([C:6]1[N:7]=[C:8]([C:22]2[CH:23]=[CH:24][C:25]([Cl:28])=[CH:26][CH:27]=2)[N:9]([C:15]2[CH:20]=[CH:19][CH:18]=[CH:17][C:16]=2[Cl:21])[C:10]=1[CH2:11][CH:12]=[O:13])=[O:5])[CH3:2]. (5) Given the reactants [ClH:1].[N:2]1([CH2:7][CH2:8][CH2:9][O:10][C:11]2[CH:16]=[CH:15][C:14]([C@@H:17]3[O:22][CH2:21][CH2:20][N:19](C(OC(C)(C)C)=O)[CH2:18]3)=[CH:13][CH:12]=2)[CH2:6][CH2:5][CH2:4][CH2:3]1, predict the reaction product. The product is: [ClH:1].[N:2]1([CH2:7][CH2:8][CH2:9][O:10][C:11]2[CH:12]=[CH:13][C:14]([C@@H:17]3[O:22][CH2:21][CH2:20][NH:19][CH2:18]3)=[CH:15][CH:16]=2)[CH2:6][CH2:5][CH2:4][CH2:3]1. (6) Given the reactants [CH:1]([C:3]1[N:8]=[N:7][C:6]2[O:9][CH2:10][CH2:11][C:5]=2[CH:4]=1)=C.I([O-])(=O)(=O)=[O:13].[Na+].O1CCOCC1, predict the reaction product. The product is: [N:7]1[C:6]2[O:9][CH2:10][CH2:11][C:5]=2[CH:4]=[C:3]([CH:1]=[O:13])[N:8]=1. (7) Given the reactants [CH3:1][O:2][C:3]1[C:8]([CH3:9])=[CH:7][C:6]2[C:10]3([CH2:20][O:21][C:5]=2[CH:4]=1)[C:18]1[C:13](=[CH:14][CH:15]=[CH:16][CH:17]=1)[NH:12][C:11]3=[O:19].C(#N)C, predict the reaction product. The product is: [CH3:1][O:2][C:3]1[C:8]([CH3:9])=[CH:7][C:6]2[C@:10]3([CH2:20][O:21][C:5]=2[CH:4]=1)[C:18]1[C:13](=[CH:14][CH:15]=[CH:16][CH:17]=1)[NH:12][C:11]3=[O:19]. (8) The product is: [CH:28](/[C:2]1[N:3]=[CH:4][C:5]2[CH:6]=[CH:7][C:8]3[C:17]4[C:16](=[O:18])[NH:15][CH2:14][CH2:13][CH2:12][C:11]=4[NH:10][C:9]=3[C:19]=2[CH:20]=1)=[CH:27]\[C:21]1[CH:26]=[CH:25][CH:24]=[CH:23][CH:22]=1. Given the reactants Cl[C:2]1[N:3]=[CH:4][C:5]2[CH:6]=[CH:7][C:8]3[C:17]4[C:16](=[O:18])[NH:15][CH2:14][CH2:13][CH2:12][C:11]=4[NH:10][C:9]=3[C:19]=2[CH:20]=1.[C:21]1(/[CH:27]=[CH:28]/B(O)O)[CH:26]=[CH:25][CH:24]=[CH:23][CH:22]=1.[OH-].[Na+].C1C=CC(P(C2C=CC=CC=2)C2C=CC=CC=2)=CC=1, predict the reaction product.